From a dataset of Forward reaction prediction with 1.9M reactions from USPTO patents (1976-2016). Predict the product of the given reaction. (1) Given the reactants [C:1]([O:5][C:6](=[O:39])[N:7]([C@H:9]([C:11](=[O:38])[NH:12][C@@H:13]([CH:32]1[CH2:37][CH2:36][CH2:35][CH2:34][CH2:33]1)[C:14]([N:16]1[CH2:20][C@@H:19]([NH2:21])[CH2:18][C@H:17]1[C:22](=[O:31])[NH:23][CH2:24][C:25]1[CH:30]=[CH:29][CH:28]=[CH:27][CH:26]=1)=[O:15])[CH3:10])[CH3:8])([CH3:4])([CH3:3])[CH3:2].[C:40](OC(N(C)[C@@H](C)C(N[C@@H](C1CCCCC1)C(N1C[C@@H](NC(OCC2C3C=CC=CC=3C3C2=CC=CC=3)=O)C[C@H]1C(O)=O)=O)=O)=O)(C)([CH3:42])[CH3:41].[C@@H]1(N)C2C(=CC=CC=2)CCC1, predict the reaction product. The product is: [C:1]([O:5][C:6](=[O:39])[N:7]([C@H:9]([C:11](=[O:38])[NH:12][C@@H:13]([CH:32]1[CH2:33][CH2:34][CH2:35][CH2:36][CH2:37]1)[C:14]([N:16]1[CH2:20][C@@H:19]([NH2:21])[CH2:18][C@H:17]1[C:22](=[O:31])[NH:23][C@@H:24]1[C:25]2[C:30](=[CH:29][CH:28]=[CH:27][CH:26]=2)[CH2:42][CH2:40][CH2:41]1)=[O:15])[CH3:10])[CH3:8])([CH3:2])([CH3:3])[CH3:4]. (2) Given the reactants [O:1]=[C:2]1[CH:6]([C:7]2[CH:12]=[CH:11][CH:10]=[CH:9][CH:8]=2)[CH2:5][N:4]([C:13]([O:15][CH2:16][C:17]2[CH:22]=[CH:21][CH:20]=[CH:19][CH:18]=2)=[O:14])[CH2:3]1.CCC(C)[BH-](C(C)CC)C(C)CC.[Li+], predict the reaction product. The product is: [OH:1][CH:2]1[CH:6]([C:7]2[CH:8]=[CH:9][CH:10]=[CH:11][CH:12]=2)[CH2:5][N:4]([C:13]([O:15][CH2:16][C:17]2[CH:22]=[CH:21][CH:20]=[CH:19][CH:18]=2)=[O:14])[CH2:3]1. (3) Given the reactants [CH3:1][C:2]1[CH:3]=[C:4]([CH:12]=[CH:13][C:14]=1[O:15][C:16]1[CH:21]=[CH:20][CH:19]=[CH:18][CH:17]=1)[C:5]([O:7]C(C)(C)C)=[O:6].FC(F)(F)C(O)=O, predict the reaction product. The product is: [CH3:1][C:2]1[CH:3]=[C:4]([CH:12]=[CH:13][C:14]=1[O:15][C:16]1[CH:21]=[CH:20][CH:19]=[CH:18][CH:17]=1)[C:5]([OH:7])=[O:6]. (4) Given the reactants [NH2:1][C@@H:2]1[CH2:7][CH2:6][N:5]([C:8]2[C:9]([Cl:32])=[C:10]([NH:16][C:17]3[N:22]=[C:21]([NH:23][CH:24]4[CH2:26][CH2:25]4)[C:20]4=[N:27][CH:28]=[C:29]([C:30]#[N:31])[N:19]4[N:18]=3)[CH:11]=[C:12]([C:14]#[N:15])[CH:13]=2)[CH2:4][C@H:3]1[O:33][Si:34]([C:37]([CH3:40])([CH3:39])[CH3:38])([CH3:36])[CH3:35].C1N=CN([C:46](N2C=NC=C2)=[O:47])C=1.[CH3:53][N:54]([CH3:58])[CH2:55][CH2:56][OH:57].C[Si]([N-][Si](C)(C)C)(C)C.[Li+], predict the reaction product. The product is: [Si:34]([O:33][C@H:3]1[C@H:2]([NH:1][C:46](=[O:47])[O:57][CH2:56][CH2:55][N:54]([CH3:58])[CH3:53])[CH2:7][CH2:6][N:5]([C:8]2[CH:13]=[C:12]([C:14]#[N:15])[CH:11]=[C:10]([NH:16][C:17]3[N:22]=[C:21]([NH:23][CH:24]4[CH2:25][CH2:26]4)[C:20]4=[N:27][CH:28]=[C:29]([C:30]#[N:31])[N:19]4[N:18]=3)[C:9]=2[Cl:32])[CH2:4]1)([C:37]([CH3:40])([CH3:39])[CH3:38])([CH3:35])[CH3:36]. (5) Given the reactants [Br:1][C:2]1[C:7]([O:8][CH3:9])=[CH:6][C:5]([C:10]2[O:11][CH:12]=[CH:13][CH:14]=2)=[CH:4][C:3]=1[O:15][CH3:16].CON(C)[C:20](=[O:36])[CH:21]([O:34][CH3:35])[C:22]1[CH:27]=[CH:26][C:25]([C:28]2[N:29]=[N:30][N:31]([CH3:33])[N:32]=2)=[CH:24][CH:23]=1, predict the reaction product. The product is: [Br:1][C:2]1[C:7]([O:8][CH3:9])=[CH:6][C:5]([C:10]2[O:11][C:12]([C:20](=[O:36])[CH:21]([O:34][CH3:35])[C:22]3[CH:27]=[CH:26][C:25]([C:28]4[N:29]=[N:30][N:31]([CH3:33])[N:32]=4)=[CH:24][CH:23]=3)=[CH:13][CH:14]=2)=[CH:4][C:3]=1[O:15][CH3:16]. (6) Given the reactants [Cl:1][C:2]1[S:6][C:5]([C:7]([NH:9][C:10]2[CH:18]=[CH:17][CH:16]=[C:15]3[C:11]=2[C:12](=[O:26])[N:13]([CH:20]2[CH2:25][CH2:24][NH:23][CH2:22][CH2:21]2)[C:14]3=[O:19])=[O:8])=[CH:4][CH:3]=1.Br[CH2:28][C:29]#[N:30].C(N(CC)CC)C, predict the reaction product. The product is: [Cl:1][C:2]1[S:6][C:5]([C:7]([NH:9][C:10]2[CH:18]=[CH:17][CH:16]=[C:15]3[C:11]=2[C:12](=[O:26])[N:13]([CH:20]2[CH2:25][CH2:24][N:23]([CH2:28][C:29]#[N:30])[CH2:22][CH2:21]2)[C:14]3=[O:19])=[O:8])=[CH:4][CH:3]=1. (7) Given the reactants [N+:1]([C:4]1[CH:5]=[C:6]([CH:10]=[CH:11][C:12]=1[N+:13]([O-:15])=[O:14])[C:7]([OH:9])=O)([O-:3])=[O:2].S(Cl)(Cl)=O.C(N(CC)CC)C.[NH:27]1[CH2:32][CH2:31][O:30][CH2:29][CH2:28]1, predict the reaction product. The product is: [N+:1]([C:4]1[CH:5]=[C:6]([C:7]([N:27]2[CH2:32][CH2:31][O:30][CH2:29][CH2:28]2)=[O:9])[CH:10]=[CH:11][C:12]=1[N+:13]([O-:15])=[O:14])([O-:3])=[O:2]. (8) Given the reactants C(OC([NH:8][C@@H:9]([CH2:14][CH2:15][S:16][C:17]1[CH:22]=[CH:21][CH:20]=[CH:19][N:18]=1)[C:10]([O:12][CH3:13])=[O:11])=O)(C)(C)C.CS(O)(=O)=O, predict the reaction product. The product is: [NH2:8][C@@H:9]([CH2:14][CH2:15][S:16][C:17]1[CH:22]=[CH:21][CH:20]=[CH:19][N:18]=1)[C:10]([O:12][CH3:13])=[O:11]. (9) Given the reactants [C:1]([C:4]1[C:5]([F:13])=[C:6](B(O)O)[CH:7]=[CH:8][CH:9]=1)(=[O:3])[CH3:2].C(O)(=[O:16])C.OO, predict the reaction product. The product is: [F:13][C:5]1[C:6]([OH:16])=[CH:7][CH:8]=[CH:9][C:4]=1[C:1](=[O:3])[CH3:2].